Dataset: Full USPTO retrosynthesis dataset with 1.9M reactions from patents (1976-2016). Task: Predict the reactants needed to synthesize the given product. Given the product [C:1]([NH:4][C:5]([CH2:16][CH2:17][C:18]1[CH:23]=[CH:22][C:21]([S:24][C:25]2[CH:30]=[CH:29][C:28]([C:31](=[O:34])[CH2:32][O:38][C:35](=[O:37])[CH3:36])=[CH:27][CH:26]=2)=[CH:20][CH:19]=1)([C:11]([O:13][CH2:14][CH3:15])=[O:12])[C:6]([O:8][CH2:9][CH3:10])=[O:7])(=[O:3])[CH3:2], predict the reactants needed to synthesize it. The reactants are: [C:1]([NH:4][C:5]([CH2:16][CH2:17][C:18]1[CH:23]=[CH:22][C:21]([S:24][C:25]2[CH:30]=[CH:29][C:28]([C:31](=[O:34])[CH2:32]Cl)=[CH:27][CH:26]=2)=[CH:20][CH:19]=1)([C:11]([O:13][CH2:14][CH3:15])=[O:12])[C:6]([O:8][CH2:9][CH3:10])=[O:7])(=[O:3])[CH3:2].[C:35]([OH:38])(=[O:37])[CH3:36].CCN(CC)CC.